From a dataset of Peptide-MHC class I binding affinity with 185,985 pairs from IEDB/IMGT. Regression. Given a peptide amino acid sequence and an MHC pseudo amino acid sequence, predict their binding affinity value. This is MHC class I binding data. The binding affinity (normalized) is 0.213. The MHC is HLA-A30:01 with pseudo-sequence HLA-A30:01. The peptide sequence is LIGFALFGV.